This data is from NCI-60 drug combinations with 297,098 pairs across 59 cell lines. The task is: Regression. Given two drug SMILES strings and cell line genomic features, predict the synergy score measuring deviation from expected non-interaction effect. (1) Drug 1: C1=CN(C=N1)CC(O)(P(=O)(O)O)P(=O)(O)O. Drug 2: C1CCC(C(C1)N)N.C(=O)(C(=O)[O-])[O-].[Pt+4]. Cell line: SF-268. Synergy scores: CSS=12.5, Synergy_ZIP=-5.39, Synergy_Bliss=0.547, Synergy_Loewe=-6.40, Synergy_HSA=-0.373. (2) Drug 1: CC1C(C(CC(O1)OC2CC(CC3=C2C(=C4C(=C3O)C(=O)C5=C(C4=O)C(=CC=C5)OC)O)(C(=O)CO)O)N)O.Cl. Drug 2: C1=CC(=C2C(=C1NCCNCCO)C(=O)C3=C(C=CC(=C3C2=O)O)O)NCCNCCO. Cell line: NCI-H322M. Synergy scores: CSS=23.5, Synergy_ZIP=-9.20, Synergy_Bliss=-2.67, Synergy_Loewe=-8.26, Synergy_HSA=-1.94. (3) Drug 1: CC1=C(C(CCC1)(C)C)C=CC(=CC=CC(=CC(=O)O)C)C. Drug 2: C1CNP(=O)(OC1)N(CCCl)CCCl. Cell line: SK-OV-3. Synergy scores: CSS=-0.420, Synergy_ZIP=-0.651, Synergy_Bliss=-0.331, Synergy_Loewe=-4.23, Synergy_HSA=-1.83. (4) Drug 1: CC1C(C(=O)NC(C(=O)N2CCCC2C(=O)N(CC(=O)N(C(C(=O)O1)C(C)C)C)C)C(C)C)NC(=O)C3=C4C(=C(C=C3)C)OC5=C(C(=O)C(=C(C5=N4)C(=O)NC6C(OC(=O)C(N(C(=O)CN(C(=O)C7CCCN7C(=O)C(NC6=O)C(C)C)C)C)C(C)C)C)N)C. Drug 2: CC1=C2C(C(=O)C3(C(CC4C(C3C(C(C2(C)C)(CC1OC(=O)C(C(C5=CC=CC=C5)NC(=O)OC(C)(C)C)O)O)OC(=O)C6=CC=CC=C6)(CO4)OC(=O)C)O)C)O. Cell line: SF-295. Synergy scores: CSS=-0.844, Synergy_ZIP=-0.406, Synergy_Bliss=-1.25, Synergy_Loewe=-3.34, Synergy_HSA=-2.85. (5) Drug 1: CN1C2=C(C=C(C=C2)N(CCCl)CCCl)N=C1CCCC(=O)O.Cl. Drug 2: C(CCl)NC(=O)N(CCCl)N=O. Cell line: 786-0. Synergy scores: CSS=8.45, Synergy_ZIP=-4.86, Synergy_Bliss=-1.44, Synergy_Loewe=-7.83, Synergy_HSA=-1.36. (6) Drug 1: C1=CC(=CC=C1CCC2=CNC3=C2C(=O)NC(=N3)N)C(=O)NC(CCC(=O)O)C(=O)O. Drug 2: CC1=C(C=C(C=C1)NC(=O)C2=CC=C(C=C2)CN3CCN(CC3)C)NC4=NC=CC(=N4)C5=CN=CC=C5. Cell line: SF-295. Synergy scores: CSS=33.7, Synergy_ZIP=5.81, Synergy_Bliss=5.65, Synergy_Loewe=-14.6, Synergy_HSA=4.50. (7) Drug 1: C1C(C(OC1N2C=C(C(=O)NC2=O)F)CO)O. Drug 2: C1CNP(=O)(OC1)N(CCCl)CCCl. Cell line: LOX IMVI. Synergy scores: CSS=19.8, Synergy_ZIP=-4.13, Synergy_Bliss=4.03, Synergy_Loewe=-28.2, Synergy_HSA=4.12.